From a dataset of Peptide-MHC class II binding affinity with 134,281 pairs from IEDB. Regression. Given a peptide amino acid sequence and an MHC pseudo amino acid sequence, predict their binding affinity value. This is MHC class II binding data. (1) The peptide sequence is DHGGACGYKDVDKPP. The MHC is DRB1_1302 with pseudo-sequence DRB1_1302. The binding affinity (normalized) is 0. (2) The peptide sequence is YKFIPSLEAAVKQAY. The MHC is HLA-DQA10501-DQB10301 with pseudo-sequence HLA-DQA10501-DQB10301. The binding affinity (normalized) is 0.378.